From a dataset of Full USPTO retrosynthesis dataset with 1.9M reactions from patents (1976-2016). Predict the reactants needed to synthesize the given product. Given the product [CH3:22][O:21][C:16]1[CH:17]=[C:18]2[C:13](=[CH:14][CH:15]=1)[CH:12]=[C:11]([N:7]1[C:8]([CH3:10])=[CH:9][C:5]([O:4][CH2:3][CH2:2][NH:26][CH2:25][CH2:23][OH:24])=[N:6]1)[CH:20]=[CH:19]2, predict the reactants needed to synthesize it. The reactants are: Cl[CH2:2][CH2:3][O:4][C:5]1[CH:9]=[C:8]([CH3:10])[N:7]([C:11]2[CH:20]=[CH:19][C:18]3[C:13](=[CH:14][CH:15]=[C:16]([O:21][CH3:22])[CH:17]=3)[CH:12]=2)[N:6]=1.[CH2:23]([CH2:25][NH2:26])[OH:24].[Na+].[I-].O.